The task is: Predict the product of the given reaction.. This data is from Forward reaction prediction with 1.9M reactions from USPTO patents (1976-2016). (1) Given the reactants [C:1]([C:5]1[CH:10]=[CH:9][C:8]([N:11]2[CH2:19][C:18]3[C:13](=[C:14]([CH:20]=[CH:21][C:22]4[CH:27]=[CH:26][N:25]=[CH:24][CH:23]=4)[CH:15]=[CH:16][CH:17]=3)[C:12]2=[O:28])=[CH:7][CH:6]=1)([CH3:4])([CH3:3])[CH3:2], predict the reaction product. The product is: [C:1]([C:5]1[CH:10]=[CH:9][C:8]([N:11]2[CH2:19][C:18]3[C:13](=[C:14]([CH2:20][CH2:21][C:22]4[CH:23]=[CH:24][N:25]=[CH:26][CH:27]=4)[CH:15]=[CH:16][CH:17]=3)[C:12]2=[O:28])=[CH:7][CH:6]=1)([CH3:4])([CH3:2])[CH3:3]. (2) Given the reactants [C:1]([N:4]1[CH2:9][CH2:8][CH:7]([C:10]([N:12]2[CH2:17][CH2:16][C@@H:15]([NH:18][C:19](=[O:36])[N:20]([C:22]3[CH:27]=[C:26]([C:28]([F:31])([F:30])[F:29])[CH:25]=[C:24]([C:32]([F:35])([F:34])[F:33])[CH:23]=3)[CH3:21])[C@H:14]([C:37]3[CH:42]=[CH:41][C:40]([Cl:43])=[C:39]([Cl:44])[CH:38]=3)[CH2:13]2)=[O:11])[CH2:6][CH2:5]1)(=[O:3])[CH3:2].[CH2:45](I)[CH3:46], predict the reaction product. The product is: [C:1]([N:4]1[CH2:5][CH2:6][CH:7]([C:10]([N:12]2[CH2:17][CH2:16][C@@H:15]([N:18]([CH2:45][CH3:46])[C:19]([N:20]([C:22]3[CH:23]=[C:24]([C:32]([F:35])([F:33])[F:34])[CH:25]=[C:26]([C:28]([F:29])([F:30])[F:31])[CH:27]=3)[CH3:21])=[O:36])[C@H:14]([C:37]3[CH:42]=[CH:41][C:40]([Cl:43])=[C:39]([Cl:44])[CH:38]=3)[CH2:13]2)=[O:11])[CH2:8][CH2:9]1)(=[O:3])[CH3:2]. (3) Given the reactants C(C1C=C(C2ON=C(C3C=C(C)C(OCC(O)CNC(=O)CO)=C(C)C=3)N=2)C=CC=1)=O.[CH:32]([C:34]1[CH:35]=[C:36]([CH:40]=[C:41]([CH3:43])[CH:42]=1)[C:37]([OH:39])=O)=[O:33].[CH2:44]([C:46]1[CH:61]=[C:60]([C:62](=[NH:65])[NH:63]O)[CH:59]=[C:58]([CH3:66])[C:47]=1[O:48][CH2:49][C@@H:50]([OH:57])[CH2:51][NH:52][C:53](=[O:56])[CH2:54][OH:55])[CH3:45], predict the reaction product. The product is: [CH2:44]([C:46]1[CH:61]=[C:60]([C:62]2[N:65]=[C:37]([C:36]3[CH:40]=[C:41]([CH3:43])[CH:42]=[C:34]([CH:32]=[O:33])[CH:35]=3)[O:39][N:63]=2)[CH:59]=[C:58]([CH3:66])[C:47]=1[O:48][CH2:49][C@@H:50]([OH:57])[CH2:51][NH:52][C:53](=[O:56])[CH2:54][OH:55])[CH3:45]. (4) Given the reactants [Br:1][C:2]1[CH:3]=[C:4]([CH:6]=[CH:7][CH:8]=1)[NH2:5].Cl.[C:10](OCC)(=[O:12])C, predict the reaction product. The product is: [Br:1][C:2]1[CH:3]=[C:4]([N:5]=[C:10]=[O:12])[CH:6]=[CH:7][CH:8]=1. (5) Given the reactants [Cl:1][C:2]1[CH:7]=[CH:6][CH:5]=[CH:4][C:3]=1[C:8]1[CH:9]=[C:10]2[C:14]3=[C:15]([CH2:17][CH2:18][N:13]3[C@@H:12]3[CH2:19][CH2:20][NH:21][CH2:22][C@H:11]23)[CH:16]=1.C([O-])([O-])=O.[K+].[K+].Cl[CH2:30][CH2:31][CH2:32][C:33]([C:35]1[CH:40]=[CH:39][C:38]([F:41])=[CH:37][CH:36]=1)=[O:34], predict the reaction product. The product is: [Cl:1][C:2]1[CH:7]=[CH:6][CH:5]=[CH:4][C:3]=1[C:8]1[CH:9]=[C:10]2[C:14]3=[C:15]([CH2:17][CH2:18][N:13]3[C@@H:12]3[CH2:19][CH2:20][N:21]([CH2:30][CH2:31][CH2:32][C:33]([C:35]4[CH:36]=[CH:37][C:38]([F:41])=[CH:39][CH:40]=4)=[O:34])[CH2:22][C@H:11]23)[CH:16]=1.